This data is from Catalyst prediction with 721,799 reactions and 888 catalyst types from USPTO. The task is: Predict which catalyst facilitates the given reaction. (1) Reactant: [H-].[Al+3].[Li+].[H-].[H-].[H-].[CH2:7]([N:14]1[CH:18]([CH3:19])[CH2:17][CH:16]([C:20](O)=[O:21])[C:15]1=O)[C:8]1[CH:13]=[CH:12][CH:11]=[CH:10][CH:9]=1.[O-][Mn](=O)(=O)=O.[K+]. Product: [CH2:7]([N:14]1[CH:18]([CH3:19])[CH2:17][CH:16]([CH2:20][OH:21])[CH2:15]1)[C:8]1[CH:13]=[CH:12][CH:11]=[CH:10][CH:9]=1. The catalyst class is: 1. (2) Reactant: C(OC([N:8]1[CH2:12][C@@H:11]([S:13][CH2:14][C:15]2[CH:20]=[CH:19][CH:18]=[CH:17][CH:16]=2)[CH2:10][C@H:9]1[C:21]([O:23]C(C)(C)C)=[O:22])=O)(C)(C)C.FC(F)(F)C(O)=O. Product: [NH3:8].[CH2:14]([S:13][C@@H:11]1[CH2:12][NH:8][C@H:9]([C:21]([OH:23])=[O:22])[CH2:10]1)[C:15]1[CH:20]=[CH:19][CH:18]=[CH:17][CH:16]=1. The catalyst class is: 4. (3) Reactant: [Cl:1][C:2]1[CH:3]=[C:4]([CH:33]=[C:34]([C:36]([F:39])([F:38])[F:37])[CH:35]=1)[C:5]([N:7]([CH2:9][C@H:10]([C:26]1[CH:31]=[CH:30][C:29]([F:32])=[CH:28][CH:27]=1)[CH2:11][CH2:12][N:13]1[CH2:16][CH:15]([N:17]2[CH2:22][CH2:21][N:20]([C:23](=[O:25])[CH3:24])[CH2:19][CH2:18]2)[CH2:14]1)[CH3:8])=[O:6].[CH2:40](N(CC)CC)C.N1CC(N2CCN3C(=O)CC[C@H]3C2)C1.O. Product: [Cl:1][C:2]1[CH:3]=[C:4]([CH:33]=[C:34]([C:36]([F:37])([F:38])[F:39])[CH:35]=1)[C:5]([N:7]([CH2:9][C@H:10]([C:26]1[CH:31]=[CH:30][C:29]([F:32])=[CH:28][CH:27]=1)[CH2:11][CH2:12][N:13]1[CH2:16][CH:15]([N:17]2[CH2:18][CH2:19][N:20]3[C:23](=[O:25])[CH2:24][CH2:40][C@H:21]3[CH2:22]2)[CH2:14]1)[CH3:8])=[O:6]. The catalyst class is: 5. (4) Reactant: [F:1][C:2]1[CH:7]=[CH:6][C:5]([N:8]2[C:16]3[C:11](=[CH:12][C:13]([NH:17][CH2:18][C@@H:19]([NH:22]S(C4C=CC=CC=4[N+]([O-])=O)(=O)=O)[CH2:20][CH3:21])=[CH:14][CH:15]=3)[CH:10]=[N:9]2)=[CH:4][CH:3]=1.C([O-])([O-])=O.[K+].[K+].C1(S)C=CC=CC=1.Cl. Product: [F:1][C:2]1[CH:3]=[CH:4][C:5]([N:8]2[C:16]3[C:11](=[CH:12][C:13]([NH:17][CH2:18][C@@H:19]([NH2:22])[CH2:20][CH3:21])=[CH:14][CH:15]=3)[CH:10]=[N:9]2)=[CH:6][CH:7]=1. The catalyst class is: 369. (5) Reactant: Cl.[F:2][C:3]([F:18])([F:17])[C:4]1[CH:5]=[CH:6][C:7]([NH:10][C@H:11]2[CH2:15][CH2:14][CH2:13][C@@H:12]2[NH2:16])=[N:8][CH:9]=1.[Cl:19][C:20]1[CH:21]=[CH:22][C:23]([N:29]2[N:33]=[CH:32][CH:31]=[N:30]2)=[C:24]([CH:28]=1)[C:25](O)=[O:26].CN(C(ON1N=NC2C=CC=CC1=2)=[N+](C)C)C.[B-](F)(F)(F)F.CCN(C(C)C)C(C)C. Product: [Cl:19][C:20]1[CH:21]=[CH:22][C:23]([N:29]2[N:33]=[CH:32][CH:31]=[N:30]2)=[C:24]([CH:28]=1)[C:25]([NH:16][C@H:12]1[CH2:13][CH2:14][CH2:15][C@@H:11]1[NH:10][C:7]1[CH:6]=[CH:5][C:4]([C:3]([F:2])([F:17])[F:18])=[CH:9][N:8]=1)=[O:26]. The catalyst class is: 18. (6) Reactant: [Cl-].[Al+3].[Cl-].[Cl-].[C:5](Cl)(=[O:7])[CH3:6].[Br:9][C:10]1[CH:15]=[CH:14][C:13]([OH:16])=[CH:12][CH:11]=1. Product: [C:5]([O:16][C:13]1[CH:14]=[CH:15][C:10]([Br:9])=[CH:11][CH:12]=1)(=[O:7])[CH3:6]. The catalyst class is: 2. (7) Reactant: [NH2:1][C:2]1[C:7]([C:8]2[CH:16]=[CH:15][C:11]([C:12]([OH:14])=[O:13])=[C:10]([F:17])[CH:9]=2)=[CH:6][C:5]([C:18]2[CH2:19][NH:20][C:21](=[O:23])[CH:22]=2)=[CH:4][N:3]=1. Product: [NH2:1][C:2]1[C:7]([C:8]2[CH:16]=[CH:15][C:11]([C:12]([OH:14])=[O:13])=[C:10]([F:17])[CH:9]=2)=[CH:6][C:5]([CH:18]2[CH2:22][C:21](=[O:23])[NH:20][CH2:19]2)=[CH:4][N:3]=1. The catalyst class is: 19.